From a dataset of TCR-epitope binding with 47,182 pairs between 192 epitopes and 23,139 TCRs. Binary Classification. Given a T-cell receptor sequence (or CDR3 region) and an epitope sequence, predict whether binding occurs between them. (1) The epitope is AVFDRKSDAK. The TCR CDR3 sequence is CAISAFAGEGTGELFF. Result: 0 (the TCR does not bind to the epitope). (2) The epitope is NEGVKAAW. The TCR CDR3 sequence is CATSRVSGFGTEAFF. Result: 0 (the TCR does not bind to the epitope). (3) The epitope is LPAADLDDF. The TCR CDR3 sequence is CASSPQTGAVTEAFF. Result: 0 (the TCR does not bind to the epitope). (4) The epitope is GTITVEELK. The TCR CDR3 sequence is CASRGLAEQNTGELFF. Result: 0 (the TCR does not bind to the epitope). (5) The epitope is GTITSGWTF. The TCR CDR3 sequence is CAWSALLPGQGEKNTEAFF. Result: 0 (the TCR does not bind to the epitope). (6) The epitope is YLNTLTLAV. The TCR CDR3 sequence is CASSTGTVQETQYF. Result: 1 (the TCR binds to the epitope).